Dataset: Forward reaction prediction with 1.9M reactions from USPTO patents (1976-2016). Task: Predict the product of the given reaction. (1) Given the reactants [CH3:1][C:2]1[CH:7]=[C:6]([CH3:8])[CH:5]=[CH:4][C:3]=1[N:9]1[CH2:14][CH2:13][N:12]([C:15]([C:17]2[CH:22]=[CH:21][C:20](I)=[CH:19][CH:18]=2)=[O:16])[CH2:11][CH2:10]1.[CH2:24]([O:26][C:27]([C:29]1[CH:30]=[N:31][NH:32][CH:33]=1)=[O:28])[CH3:25], predict the reaction product. The product is: [CH2:24]([O:26][C:27]([C:29]1[CH:30]=[N:31][N:32]([C:20]2[CH:21]=[CH:22][C:17]([C:15]([N:12]3[CH2:13][CH2:14][N:9]([C:3]4[CH:4]=[CH:5][C:6]([CH3:8])=[CH:7][C:2]=4[CH3:1])[CH2:10][CH2:11]3)=[O:16])=[CH:18][CH:19]=2)[CH:33]=1)=[O:28])[CH3:25]. (2) Given the reactants [NH2:1][C:2]1[CH:6]=[CH:5][NH:4][N:3]=1.CS[C:9]1[S:10]/[C:11](=[CH:15]\[C:16]2[CH:17]=[C:18]3[C:23](=[CH:24][CH:25]=2)[N:22]=[CH:21][CH:20]=[CH:19]3)/[C:12](=[O:14])[N:13]=1, predict the reaction product. The product is: [NH:4]1[CH:5]=[CH:6][C:2]([NH:1][C:9]2[S:10]/[C:11](=[CH:15]\[C:16]3[CH:17]=[C:18]4[C:23](=[CH:24][CH:25]=3)[N:22]=[CH:21][CH:20]=[CH:19]4)/[C:12](=[O:14])[N:13]=2)=[N:3]1. (3) Given the reactants [OH:1][C:2]1[CH:7]=[CH:6][N:5]=[CH:4][N:3]=1.C(=O)([O-])[O-].[K+].[K+].[C:14]([C:18]1[N:23]=[C:22]([N:24]2[CH2:29][CH2:28][N:27]([CH2:30][CH2:31][CH2:32]Cl)[CH2:26][CH2:25]2)[CH:21]=[C:20]([CH:34]2[CH2:37][CH2:36][CH2:35]2)[N:19]=1)([CH3:17])([CH3:16])[CH3:15], predict the reaction product. The product is: [C:14]([C:18]1[N:19]=[C:20]([CH:34]2[CH2:35][CH2:36][CH2:37]2)[CH:21]=[C:22]([N:24]2[CH2:29][CH2:28][N:27]([CH2:30][CH2:31][CH2:32][O:1][C:2]3[CH:7]=[CH:6][N:5]=[CH:4][N:3]=3)[CH2:26][CH2:25]2)[N:23]=1)([CH3:17])([CH3:15])[CH3:16]. (4) Given the reactants [NH2:1][C:2]1[C:3]([Cl:13])=[C:4]([CH:9]=[C:10]([Cl:12])[CH:11]=1)[C:5]([O:7][CH3:8])=[O:6].CCN(C(C)C)C(C)C.I[CH:24]([CH2:26][CH3:27])[CH3:25].CS(C)=O, predict the reaction product. The product is: [CH:24]([NH:1][C:2]1[C:3]([Cl:13])=[C:4]([CH:9]=[C:10]([Cl:12])[CH:11]=1)[C:5]([O:7][CH3:8])=[O:6])([CH2:26][CH3:27])[CH3:25]. (5) Given the reactants [Cl:1][C:2]1[C:6]([Cl:7])=[C:5]([CH3:8])[NH:4][C:3]=1[C:9]([OH:11])=O.[NH2:12][CH:13]1[CH2:18][CH2:17][N:16]([C:19]([O:21][C:22]([CH3:25])([CH3:24])[CH3:23])=[O:20])[CH2:15]/[C:14]/1=[N:26]\[O:27][CH3:28].C1C=CC2N(O)N=NC=2C=1.C(Cl)CCl.CN1CCOCC1, predict the reaction product. The product is: [Cl:1][C:2]1[C:6]([Cl:7])=[C:5]([CH3:8])[NH:4][C:3]=1[C:9]([NH:12][CH:13]1[CH2:18][CH2:17][N:16]([C:19]([O:21][C:22]([CH3:23])([CH3:24])[CH3:25])=[O:20])[CH2:15]/[C:14]/1=[N:26]\[O:27][CH3:28])=[O:11].